From a dataset of Full USPTO retrosynthesis dataset with 1.9M reactions from patents (1976-2016). Predict the reactants needed to synthesize the given product. (1) Given the product [CH3:14][C:15]1[CH:20]=[C:19]([CH3:21])[CH:18]=[CH:17][C:16]=1[CH:22]([NH:23][C:24](=[O:42])[CH2:25][C:26]1[CH:31]=[CH:30][C:29]([CH:32]([O:41][CH2:2][C:3]([O:5][CH2:6][CH3:7])=[O:4])[CH2:33][C:34]2[C:35]([CH3:40])=[N:36][CH:37]=[CH:38][CH:39]=2)=[CH:28][CH:27]=1)[C:43]1[CH:44]=[CH:45][CH:46]=[CH:47][CH:48]=1, predict the reactants needed to synthesize it. The reactants are: Br[CH2:2][C:3]([O:5][CH2:6][CH3:7])=[O:4].C([O-])([O-])=O.[Cs+].[Cs+].[CH3:14][C:15]1[CH:20]=[C:19]([CH3:21])[CH:18]=[CH:17][C:16]=1[CH:22]([C:43]1[CH:48]=[CH:47][CH:46]=[CH:45][CH:44]=1)[NH:23][C:24](=[O:42])[CH2:25][C:26]1[CH:31]=[CH:30][C:29]([CH:32]([OH:41])[CH2:33][C:34]2[C:35]([CH3:40])=[N:36][CH:37]=[CH:38][CH:39]=2)=[CH:28][CH:27]=1. (2) Given the product [Cl:1][C:2]1[N:7]=[C:6]([O:9][CH:10]2[CH2:11][N:12]([C:14]([O:16][C:17]([CH3:20])([CH3:19])[CH3:18])=[O:15])[CH2:13]2)[CH:5]=[CH:4][N:3]=1, predict the reactants needed to synthesize it. The reactants are: [Cl:1][C:2]1[N:7]=[C:6](Cl)[CH:5]=[CH:4][N:3]=1.[OH:9][CH:10]1[CH2:13][N:12]([C:14]([O:16][C:17]([CH3:20])([CH3:19])[CH3:18])=[O:15])[CH2:11]1.C(=O)([O-])[O-].[Cs+].[Cs+]. (3) The reactants are: Cl[CH2:2][CH2:3][CH2:4][CH2:5][C:6]1([CH2:16][CH3:17])[C:14]2[C:9](=[CH:10][CH:11]=[CH:12][CH:13]=2)[NH:8][C:7]1=[O:15].[Cl:18][C:19]1[S:27][C:26]2[CH2:25][CH2:24][NH:23][CH2:22][C:21]=2[CH:20]=1. Given the product [Cl:18][C:19]1[S:27][C:26]2[CH2:25][CH2:24][N:23]([CH2:2][CH2:3][CH2:4][CH2:5][C:6]3([CH2:16][CH3:17])[C:14]4[C:9](=[CH:10][CH:11]=[CH:12][CH:13]=4)[NH:8][C:7]3=[O:15])[CH2:22][C:21]=2[CH:20]=1, predict the reactants needed to synthesize it. (4) Given the product [N:1]1([C@@H:7]2[CH2:8][C@H:9]([OH:11])[CH2:10]2)[CH2:2][CH2:3][O:4][CH2:5][CH2:6]1, predict the reactants needed to synthesize it. The reactants are: [N:1]1([C:7]2[CH2:10][C:9](=[O:11])[CH:8]=2)[CH2:6][CH2:5][O:4][CH2:3][CH2:2]1.[BH4-].[Na+].CC(C)=O. (5) Given the product [CH2:4]([C:3]1[CH:9]=[CH:10][CH:11]=[CH:12][C:2]=1[O:16][CH2:17][C:19]1[CH:11]=[CH:12][CH:2]=[CH:3][CH:4]=1)[CH:5]=[CH2:6], predict the reactants needed to synthesize it. The reactants are: Br[C:2]1[CH:12]=[CH:11][CH:10]=[CH:9][C:3]=1[CH:4]=[CH:5][C:6](O)=O.[Li+].[Cl-].[Li][O:16][C:17]([CH3:19])=O.Cl. (6) Given the product [Cl:1][C:2]1[C:3]([NH:18][C:19]2[CH:23]=[C:22]([O:24][CH2:25][C:41]([F:44])([F:43])[F:42])[NH:21][N:20]=2)=[N:4][C:5]([NH:8][C@H:9]([C:11]2[N:12]=[CH:13][C:14]([F:17])=[CH:15][N:16]=2)[CH3:10])=[N:6][CH:7]=1, predict the reactants needed to synthesize it. The reactants are: [Cl:1][C:2]1[C:3]([NH:18][C:19]2[CH:23]=[C:22]([O:24][CH3:25])[NH:21][N:20]=2)=[N:4][C:5]([NH:8][C@H:9]([C:11]2[N:16]=[CH:15][C:14]([F:17])=[CH:13][N:12]=2)[CH3:10])=[N:6][CH:7]=1.ClC1N=C(NC2C=C(OC[C:41]([F:44])([F:43])[F:42])NN=2)C(Cl)=CN=1.CCN(C(C)C)C(C)C. (7) The reactants are: [C:1]([C:3]1[C:4]([CH3:18])=[CH:5][C:6]([NH:10][C:11](=[O:17])[O:12][C:13]([CH3:16])(C)C)=[N:7][C:8]=1[CH3:9])#[N:2].[CH2:19]1COC[CH2:20]1. Given the product [NH2:2][CH2:1][C:3]1[C:4]([CH3:18])=[CH:5][C:6]([NH:10][C:11](=[O:17])[O:12][CH2:13][CH2:16][CH2:19][CH3:20])=[N:7][C:8]=1[CH3:9], predict the reactants needed to synthesize it.